This data is from Catalyst prediction with 721,799 reactions and 888 catalyst types from USPTO. The task is: Predict which catalyst facilitates the given reaction. Reactant: CS(O[CH2:6][CH2:7][CH2:8][CH:9]([C:21]1[CH:26]=[CH:25][C:24]([C:27]#[N:28])=[CH:23][CH:22]=1)[O:10][C:11]1[CH:16]=[CH:15][C:14]([O:17][CH3:18])=[C:13]([O:19][CH3:20])[CH:12]=1)(=O)=O.[CH:29]12[CH2:37][CH:33]([CH2:34][NH:35][CH2:36]1)[CH2:32][N:31]([C:38]([O:40][C:41]([CH3:44])([CH3:43])[CH3:42])=[O:39])[CH2:30]2.C([O-])([O-])=O.[K+].[K+].C(#N)C. Product: [C:27]([C:24]1[CH:23]=[CH:22][C:21]([CH:9]([O:10][C:11]2[CH:16]=[CH:15][C:14]([O:17][CH3:18])=[C:13]([O:19][CH3:20])[CH:12]=2)[CH2:8][CH2:7][CH2:6][N:35]2[CH2:36][CH:29]3[CH2:37][CH:33]([CH2:32][N:31]([C:38]([O:40][C:41]([CH3:44])([CH3:43])[CH3:42])=[O:39])[CH2:30]3)[CH2:34]2)=[CH:26][CH:25]=1)#[N:28]. The catalyst class is: 22.